From a dataset of Reaction yield outcomes from USPTO patents with 853,638 reactions. Predict the reaction yield, written as a fraction of the theoretical maximum amount of product (1.0 means a 100% yield; for example, 0.34 means a 34% yield). (1) The reactants are O[C:2]1([C:30]2[CH:35]=[CH:34][C:33]([C:36]3[CH:41]=[CH:40][CH:39]=[CH:38][CH:37]=3)=[CH:32][CH:31]=2)[C:6]2[C:7]([CH3:27])=[C:8]([N:13]3[CH2:18][CH2:17][N:16]([C:19]4[CH:24]=[CH:23][C:22]([O:25][CH3:26])=[CH:21][CH:20]=4)[CH2:15][CH2:14]3)[C:9]([CH3:12])=[C:10]([CH3:11])[C:5]=2[O:4][C:3]1([CH3:29])[CH3:28]. The catalyst is C(O)C. The product is [CH3:28][C:3]1([CH3:29])[CH:2]([C:30]2[CH:31]=[CH:32][C:33]([C:36]3[CH:37]=[CH:38][CH:39]=[CH:40][CH:41]=3)=[CH:34][CH:35]=2)[C:6]2[C:7]([CH3:27])=[C:8]([N:13]3[CH2:14][CH2:15][N:16]([C:19]4[CH:20]=[CH:21][C:22]([O:25][CH3:26])=[CH:23][CH:24]=4)[CH2:17][CH2:18]3)[C:9]([CH3:12])=[C:10]([CH3:11])[C:5]=2[O:4]1. The yield is 0.820. (2) The yield is 0.660. The reactants are [CH3:1][C:2]1[N:3]([C:11]2[CH:16]=[CH:15][C:14]([F:17])=[CH:13][C:12]=2[C:18]([F:21])([F:20])[F:19])[C:4]([CH3:10])=[CH:5][C:6]=1[C:7](Cl)=[O:8].[S:22]([NH2:32])(=[O:31])([C:24]1[CH:29]=[CH:28][C:27]([NH2:30])=[CH:26][CH:25]=1)=[O:23].C(N(C(C)C)CC)(C)C. The catalyst is C1COCC1. The product is [S:22]([C:24]1[CH:25]=[CH:26][C:27]([NH:30][C:7]([C:6]2[CH:5]=[C:4]([CH3:10])[N:3]([C:11]3[CH:16]=[CH:15][C:14]([F:17])=[CH:13][C:12]=3[C:18]([F:21])([F:20])[F:19])[C:2]=2[CH3:1])=[O:8])=[CH:28][CH:29]=1)(=[O:23])(=[O:31])[NH2:32]. (3) The reactants are FC1C=CC=CC=1NC(=S)NC1C=CC(C2C=C3C(=CC=2)C(=O)N([C@@H](C(C)C)C(O)=O)C3)=CC=1.[Cl:35][C:36]1[CH:41]=[CH:40][C:39]([NH:42][C:43](=[S:69])[NH:44][C:45]2[CH:50]=[CH:49][C:48]([C:51]3[CH:52]=[C:53]4[C:57](=[CH:58][CH:59]=3)[C:56](=[O:60])[N:55]([C@@H:61]([CH:66]([CH3:68])[CH3:67])[C:62]([O:64]C)=[O:63])[CH2:54]4)=[CH:47][CH:46]=2)=[CH:38][CH:37]=1. No catalyst specified. The product is [Cl:35][C:36]1[CH:37]=[CH:38][C:39]([NH:42][C:43](=[S:69])[NH:44][C:45]2[CH:50]=[CH:49][C:48]([C:51]3[CH:52]=[C:53]4[C:57](=[CH:58][CH:59]=3)[C:56](=[O:60])[N:55]([C@@H:61]([CH:66]([CH3:67])[CH3:68])[C:62]([OH:64])=[O:63])[CH2:54]4)=[CH:47][CH:46]=2)=[CH:40][CH:41]=1. The yield is 0.940.